This data is from Catalyst prediction with 721,799 reactions and 888 catalyst types from USPTO. The task is: Predict which catalyst facilitates the given reaction. (1) Reactant: [CH3:1][C:2]1[O:3][C:4]2[CH:10]=[C:9]([NH2:11])[CH:8]=[CH:7][C:5]=2[N:6]=1.N1C=CC=CC=1.Cl[C:19]([O:21][CH2:22][C:23]([Cl:26])([Cl:25])[Cl:24])=[O:20]. Product: [CH3:1][C:2]1[O:3][C:4]2[CH:10]=[C:9]([NH:11][C:19](=[O:20])[O:21][CH2:22][C:23]([Cl:26])([Cl:25])[Cl:24])[CH:8]=[CH:7][C:5]=2[N:6]=1. The catalyst class is: 80. (2) Reactant: CN(C)C=O.[I:6][C:7]1[CH:8]=[N:9][NH:10][CH:11]=1.Cl.[CH3:13][N:14]([CH3:18])[CH2:15][CH2:16]Cl.C(=O)([O-])[O-].[K+].[K+]. Product: [I:6][C:7]1[CH:8]=[N:9][N:10]([CH2:16][CH2:15][N:14]([CH3:18])[CH3:13])[CH:11]=1. The catalyst class is: 6. (3) Reactant: Br[C:2]1[C:7]([O:8][CH3:9])=[CH:6][CH:5]=[C:4]([N+:10]([O-:12])=[O:11])[N:3]=1.[O:13]1[C:18]2[CH:19]=[CH:20][C:21](B(O)O)=[CH:22][C:17]=2[O:16][CH2:15][CH2:14]1.CC(N(C)C)=O.O.P([O-])([O-])([O-])=O.[K+].[K+].[K+]. Product: [O:13]1[C:18]2[CH:19]=[CH:20][C:21]([C:2]3[C:7]([O:8][CH3:9])=[CH:6][CH:5]=[C:4]([N+:10]([O-:12])=[O:11])[N:3]=3)=[CH:22][C:17]=2[O:16][CH2:15][CH2:14]1. The catalyst class is: 84. (4) Reactant: [CH3:1][C:2]1[NH:6][C:5]2[C:7]([C:17]([O:19]C)=[O:18])=[CH:8][C:9]([N:11]3[CH2:16][CH2:15][O:14][CH2:13][CH2:12]3)=[CH:10][C:4]=2[N:3]=1.Br[CH2:22][C:23]1[CH:28]=[CH:27][CH:26]=[C:25]([Cl:29])[CH:24]=1.C(=O)([O-])[O-].[K+].[K+].[OH-].[Li+]. Product: [Cl:29][C:25]1[CH:24]=[C:23]([CH2:22][N:3]2[C:4]3[CH:10]=[C:9]([N:11]4[CH2:16][CH2:15][O:14][CH2:13][CH2:12]4)[CH:8]=[C:7]([C:17]([OH:19])=[O:18])[C:5]=3[N:6]=[C:2]2[CH3:1])[CH:28]=[CH:27][CH:26]=1. The catalyst class is: 782. (5) Reactant: [CH2:1]([C:4]1([CH2:22][CH3:23])[CH2:13][C:12]2[C:7](=[CH:8][CH:9]=[CH:10][CH:11]=2)[N:6]([C:14]2[CH:19]=[CH:18][C:17]([CH3:20])=[CH:16][CH:15]=2)[C:5]1=[O:21])[CH:2]=[CH2:3].B1C2CCCC1CCC2.C(OCC)(=[O:35])C.O. Product: [CH2:22]([C:4]1([CH2:1][CH2:2][CH2:3][OH:35])[CH2:13][C:12]2[C:7](=[CH:8][CH:9]=[CH:10][CH:11]=2)[N:6]([C:14]2[CH:15]=[CH:16][C:17]([CH3:20])=[CH:18][CH:19]=2)[C:5]1=[O:21])[CH3:23]. The catalyst class is: 1. (6) Reactant: [Br:1][C:2]1[CH:3]=[C:4]2[C:10](I)=[CH:9][N:8]([CH2:12][O:13][CH2:14][CH2:15][Si:16]([CH3:19])([CH3:18])[CH3:17])[C:5]2=[N:6][CH:7]=1.[CH3:20]B1OB(C)OB(C)O1.C(=O)([O-])[O-].[K+].[K+]. Product: [Br:1][C:2]1[CH:3]=[C:4]2[C:10]([CH3:20])=[CH:9][N:8]([CH2:12][O:13][CH2:14][CH2:15][Si:16]([CH3:19])([CH3:18])[CH3:17])[C:5]2=[N:6][CH:7]=1. The catalyst class is: 77. (7) Product: [CH2:17]([O:16][C:14](=[O:15])[CH2:13][C:10]1[CH:11]=[CH:12][C:7]([C@@H:4]2[CH2:5][CH2:6][C@H:2]([NH:28][C@@H:26]([C:22]3[CH:23]=[CH:24][CH:25]=[C:20]([Cl:19])[CH:21]=3)[CH3:27])[CH2:3]2)=[CH:8][CH:9]=1)[CH3:18]. Reactant: O=[C:2]1[CH2:6][CH2:5][C@@H:4]([C:7]2[CH:12]=[CH:11][C:10]([CH2:13][C:14]([O:16][CH2:17][CH3:18])=[O:15])=[CH:9][CH:8]=2)[CH2:3]1.[Cl:19][C:20]1[CH:21]=[C:22]([C@H:26]([NH2:28])[CH3:27])[CH:23]=[CH:24][CH:25]=1.[BH-](OC(C)=O)(OC(C)=O)OC(C)=O.[Na+]. The catalyst class is: 10.